This data is from Catalyst prediction with 721,799 reactions and 888 catalyst types from USPTO. The task is: Predict which catalyst facilitates the given reaction. (1) The catalyst class is: 55. Reactant: C([C:5]1([NH:14][C:15](=[O:27])[CH2:16][C:17]2[CH:26]=[CH:25][C:24]3[C:19](=[CH:20][CH:21]=[CH:22][CH:23]=3)[CH:18]=2)[CH:9]=[C:8]([CH:10]2[CH2:13][CH2:12][CH2:11]2)[NH:7][NH:6]1)(C)(C)C.C1(OC)C=CC=CC=1. Product: [CH:10]1([C:8]2[CH:9]=[C:5]([NH:14][C:15](=[O:27])[CH2:16][C:17]3[CH:26]=[CH:25][C:24]4[C:19](=[CH:20][CH:21]=[CH:22][CH:23]=4)[CH:18]=3)[NH:6][N:7]=2)[CH2:13][CH2:12][CH2:11]1. (2) Reactant: CCOC([C:6]([C:10]1[CH:11]=[CH:12][C:13]([O:27][CH3:28])=[C:14]([CH2:16][C:17]([O:19]CC2C=CC=CC=2)=[O:18])[CH:15]=1)=[CH:7][CH2:8][CH3:9])=O.[O:29]1[CH2:33]C[CH2:31][CH2:30]1.C([OH:36])C. Product: [CH3:31][CH2:30][O:29][C:33]([CH2:9][CH2:8][CH2:7][CH2:6][C:10]1[CH:11]=[CH:12][C:13]([O:27][CH3:28])=[C:14]([CH2:16][C:17]([OH:19])=[O:18])[CH:15]=1)=[O:36]. The catalyst class is: 45. (3) The catalyst class is: 23. Reactant: [I:1][C:2]1[CH:7]=[CH:6][C:5]([N:8]2[CH:13]=[CH:12][CH:11]=[CH:10][C:9]2=S)=[CH:4][CH:3]=1.CI.[N:17]#[C:18][NH2:19].O.NN. Product: [I:1][C:2]1[CH:7]=[CH:6][C:5]([N:8]2[CH:13]=[CH:12][CH:11]=[CH:10]/[C:9]/2=[N:19]\[C:18]#[N:17])=[CH:4][CH:3]=1. (4) Reactant: Br[C:2]1[CH:3]=[C:4]2[N:10]([CH2:11][CH:12]3[CH2:17][CH2:16][C:15]([F:19])([F:18])[CH2:14][CH2:13]3)[CH:9]=[C:8]([C:20]3[CH:21]=[N:22][N:23]([CH2:25][C:26]([F:29])([F:28])[F:27])[CH:24]=3)[C:5]2=[N:6][CH:7]=1.[CH3:30][C:31]1([CH3:47])[C:35]([CH3:37])([CH3:36])[O:34][B:33]([B:33]2[O:34][C:35]([CH3:37])([CH3:36])[C:31]([CH3:47])([CH3:30])[O:32]2)[O:32]1.C([O-])(=O)C.[K+].Cl. Product: [F:18][C:15]1([F:19])[CH2:16][CH2:17][CH:12]([CH2:11][N:10]2[C:4]3[C:5](=[N:6][CH:7]=[C:2]([B:33]4[O:34][C:35]([CH3:37])([CH3:36])[C:31]([CH3:47])([CH3:30])[O:32]4)[CH:3]=3)[C:8]([C:20]3[CH:21]=[N:22][N:23]([CH2:25][C:26]([F:29])([F:28])[F:27])[CH:24]=3)=[CH:9]2)[CH2:13][CH2:14]1. The catalyst class is: 423. (5) Product: [Si:1]([O:8][CH2:9][CH2:10][CH2:11][N:12]1[C:17](=[O:18])[C:16]2[C:19]([CH:46]([C:45]3[CH:48]=[CH:49][C:42]([Cl:41])=[CH:43][CH:44]=3)[OH:47])=[C:20]([O:23][C:24]3[CH:29]=[CH:28][CH:27]=[C:26]([Cl:30])[CH:25]=3)[N:21]=[CH:22][C:15]=2[N:14]([CH3:31])[C:13]1=[O:32])([C:4]([CH3:6])([CH3:7])[CH3:5])([CH3:3])[CH3:2]. The catalyst class is: 1. Reactant: [Si:1]([O:8][CH2:9][CH2:10][CH2:11][N:12]1[C:17](=[O:18])[C:16]2[CH:19]=[C:20]([O:23][C:24]3[CH:29]=[CH:28][CH:27]=[C:26]([Cl:30])[CH:25]=3)[N:21]=[CH:22][C:15]=2[N:14]([CH3:31])[C:13]1=[O:32])([C:4]([CH3:7])([CH3:6])[CH3:5])([CH3:3])[CH3:2].[Li+].CC([N-]C(C)C)C.[Cl:41][C:42]1[CH:49]=[CH:48][C:45]([CH:46]=[O:47])=[CH:44][CH:43]=1.